This data is from Full USPTO retrosynthesis dataset with 1.9M reactions from patents (1976-2016). The task is: Predict the reactants needed to synthesize the given product. (1) Given the product [Br:9][C:5]1[N:6]=[C:7]([Br:8])[C:2]2[N:3]([CH:11]=[C:12]([C:13]([O:15][CH2:16][CH3:17])=[O:14])[N:1]=2)[CH:4]=1, predict the reactants needed to synthesize it. The reactants are: [NH2:1][C:2]1[C:7]([Br:8])=[N:6][C:5]([Br:9])=[CH:4][N:3]=1.Br[CH2:11][C:12](=O)[C:13]([O:15][CH2:16][CH3:17])=[O:14].O.C(Cl)Cl. (2) Given the product [C:11]1([C:21]2[N:25]3[CH:26]=[CH:27][CH:28]=[CH:29][C:24]3=[C:23]([C:1](=[O:5])[CH2:2][CH2:3][CH3:4])[N:22]=2)[C:20]2[C:15](=[CH:16][CH:17]=[CH:18][CH:19]=2)[CH:14]=[CH:13][CH:12]=1, predict the reactants needed to synthesize it. The reactants are: [C:1](Cl)(=[O:5])[CH2:2][CH2:3][CH3:4].[Cl-].[Cl-].[Cl-].[Al+3].[C:11]1([C:21]2[N:25]3[CH:26]=[CH:27][CH:28]=[CH:29][C:24]3=[CH:23][N:22]=2)[C:20]2[C:15](=[CH:16][CH:17]=[CH:18][CH:19]=2)[CH:14]=[CH:13][CH:12]=1. (3) Given the product [F:1][C:2]1[CH:33]=[CH:32][C:5]([CH2:6][C:7]2[CH:16]=[C:15]3[C:10]([C:11]([OH:31])=[C:12]([C:26]([NH:40][CH:37]([CH2:36][O:35][CH3:34])[CH2:38][CH3:39])=[O:27])[C:13](=[O:25])[N:14]3[CH2:17][CH2:18][N:19]3[CH2:23][CH2:22][CH2:21][C:20]3=[O:24])=[N:9][CH:8]=2)=[CH:4][CH:3]=1, predict the reactants needed to synthesize it. The reactants are: [F:1][C:2]1[CH:33]=[CH:32][C:5]([CH2:6][C:7]2[CH:16]=[C:15]3[C:10]([C:11]([OH:31])=[C:12]([C:26](OCC)=[O:27])[C:13](=[O:25])[N:14]3[CH2:17][CH2:18][N:19]3[CH2:23][CH2:22][CH2:21][C:20]3=[O:24])=[N:9][CH:8]=2)=[CH:4][CH:3]=1.[CH3:34][O:35][CH2:36][CH:37]([NH2:40])[CH2:38][CH3:39]. (4) Given the product [CH:10]1[CH:11]=[N:6][CH:7]=[C:8]([CH:12]([NH2:5])[CH2:2][C:1]([OH:4])=[O:3])[CH:9]=1, predict the reactants needed to synthesize it. The reactants are: [C:1]([O-:4])(=[O:3])[CH3:2].[NH4+:5].[N:6]1[CH:11]=[CH:10][CH:9]=[C:8]([CH:12]=O)[CH:7]=1.C(O)(=O)CC(O)=O.CO. (5) Given the product [N:14]1([C:7]2[CH:16]=[C:15]3[C:10]([CH:11]=[CH:12][CH:13]=[N:14]3)=[CH:9][C:8]=2[NH:17][C:18]([C:20]2[C:24]3[N:25]=[CH:26][N:27]=[CH:28][C:23]=3[S:22][CH:21]=2)=[O:19])[CH2:15][CH2:10][CH2:11][CH2:12][CH2:13]1, predict the reactants needed to synthesize it. The reactants are: Cl.OCCC(C)(C)O[C:7]1[CH:16]=[C:15]2[C:10]([CH:11]=[CH:12][CH:13]=[N:14]2)=[CH:9][C:8]=1[NH:17][C:18]([C:20]1[C:24]2[N:25]=[CH:26][N:27]=[CH:28][C:23]=2[S:22][CH:21]=1)=[O:19].Cl. (6) The reactants are: [Br:1][C:2]1[CH:7]=[CH:6][CH:5]=[C:4]([S:8][C:9]2[CH:14]=[CH:13][CH:12]=[CH:11][CH:10]=2)[N:3]=1.ClC1C=CC=C(C(OO)=[O:23])C=1. Given the product [C:9]1([S:8]([C:4]2[CH:5]=[CH:6][CH:7]=[C:2]([Br:1])[N:3]=2)=[O:23])[CH:10]=[CH:11][CH:12]=[CH:13][CH:14]=1, predict the reactants needed to synthesize it. (7) Given the product [Br:21][C:11]1[CH:12]=[N:13][C:14]2[CH:15]=[CH:16][C:17](=[O:20])[N:18]3[C@H:7]([CH2:6][N:28]4[CH2:29][CH2:30][CH:31]([NH:34][C:35](=[O:41])[O:36][C:37]([CH3:39])([CH3:38])[CH3:40])[CH2:32][CH2:33]4)[CH2:8][O:9][C:10]=1[C:19]=23, predict the reactants needed to synthesize it. The reactants are: CS(O[CH2:6][C@H:7]1[N:18]2[C:19]3[C:10](=[C:11]([Br:21])[CH:12]=[N:13][C:14]=3[CH:15]=[CH:16][C:17]2=[O:20])[O:9][CH2:8]1)(=O)=O.N1C=CC=CC=1.[NH:28]1[CH2:33][CH2:32][CH:31]([NH:34][C:35](=[O:41])[O:36][C:37]([CH3:40])([CH3:39])[CH3:38])[CH2:30][CH2:29]1. (8) Given the product [C:39]([CH2:38][C:7]1[N:8]([C:27]2[CH:32]=[CH:31][C:30]([O:33][C:34]([F:37])([F:35])[F:36])=[CH:29][CH:28]=2)[C:9]2[C:14]([C:6]=1[C:4]([OH:5])=[O:3])=[CH:13][C:12]([O:15][C:16]1[C:25]3[C:20](=[CH:21][C:22]([Cl:26])=[CH:23][CH:24]=3)[N:19]=[CH:18][CH:17]=1)=[CH:11][CH:10]=2)([OH:41])=[O:40], predict the reactants needed to synthesize it. The reactants are: C([O:3][C:4]([C:6]1[C:14]2[C:9](=[CH:10][CH:11]=[C:12]([O:15][C:16]3[C:25]4[C:20](=[CH:21][C:22]([Cl:26])=[CH:23][CH:24]=4)[N:19]=[CH:18][CH:17]=3)[CH:13]=2)[N:8]([C:27]2[CH:32]=[CH:31][C:30]([O:33][C:34]([F:37])([F:36])[F:35])=[CH:29][CH:28]=2)[C:7]=1[CH2:38][C:39]([O:41]CC)=[O:40])=[O:5])C.[OH-].[Na+].O. (9) Given the product [P:11]([O:23][CH2:24][C@H:25]1[O:29][C@@H:28]([N:30]2[C:39]3[N:38]=[CH:37][N:36]=[C:34]([NH2:35])[C:33]=3[N:32]=[CH:31]2)[C@H:27]([OH:40])[C@@H:26]1[OH:41])([O:14][P:15]([OH:17])([OH:18])=[O:16])(=[O:12])[OH:13].[NH2:42][C:43]1[C:48]([CH2:49][P:50]([O:13][P:11]([OH:23])([OH:14])=[O:12])([OH:52])=[O:51])=[CH:47][N:46]=[C:45]([CH3:53])[N:44]=1, predict the reactants needed to synthesize it. The reactants are: P(CC1N=CC=CN=1)(=O)=O.[P:11]([O:23][CH2:24][C@H:25]1[O:29][C@@H:28]([N:30]2[C:39]3[N:38]=[CH:37][N:36]=[C:34]([NH2:35])[C:33]=3[N:32]=[CH:31]2)[C@H:27]([OH:40])[C@@H:26]1[OH:41])([O:14][P:15]([O:18]P(O)(O)=O)([OH:17])=[O:16])(=[O:13])[OH:12].[NH2:42][C:43]1[C:48]([CH2:49][P:50](=[O:52])=[O:51])=[CH:47][N:46]=[C:45]([CH3:53])[N:44]=1.